Dataset: Reaction yield outcomes from USPTO patents with 853,638 reactions. Task: Predict the reaction yield, written as a fraction of the theoretical maximum amount of product (1.0 means a 100% yield; for example, 0.34 means a 34% yield). (1) The reactants are [F:1][CH2:2][CH2:3][NH:4][C@H:5]([C@@H:7]1[CH2:11][CH2:10][NH:9][CH2:8]1)[CH3:6].C(N(C(C)C)CC)(C)C.[CH:21]1([N:24]2[C:33]3[C:28](=[CH:29][C:30]([F:37])=[C:31](F)[C:32]=3[O:34][CH3:35])[C:27](=[O:38])[C:26]3[C:39]([OH:44])=[C:40]([C:42]#[N:43])[S:41][C:25]2=3)[CH2:23][CH2:22]1.Cl. The catalyst is CS(C)=O.CO. The product is [CH:21]1([N:24]2[C:33]3[C:28](=[CH:29][C:30]([F:37])=[C:31]([N:9]4[CH2:10][CH2:11][C@@H:7]([C@@H:5]([NH:4][CH2:3][CH2:2][F:1])[CH3:6])[CH2:8]4)[C:32]=3[O:34][CH3:35])[C:27](=[O:38])[C:26]3[C:39]([OH:44])=[C:40]([C:42]#[N:43])[S:41][C:25]2=3)[CH2:22][CH2:23]1. The yield is 0.290. (2) The reactants are [Cl:1][C:2]1[CH:32]=[CH:31][C:5]([CH2:6][NH:7][C:8](=[O:30])[CH2:9][C@H:10]2[C:21](=[O:22])[O:20][CH2:19][C@@H:18]([C:23]3[CH:28]=[CH:27][CH:26]=[CH:25][CH:24]=3)[NH:17][C:16](=[O:29])[CH2:15][CH2:14]C=CC2)=[CH:4][CH:3]=1.O.C[N+]1([O-])CC[O:38]CC1.[CH3:42][C:43]([OH:46])([CH3:45])C. The catalyst is C1COCC1. The product is [Cl:1][C:2]1[CH:32]=[CH:31][C:5]([CH2:6][NH:7][C:8](=[O:30])[CH2:9][C@H:10]2[C:21](=[O:22])[O:20][CH2:19][C@@H:18]([C:23]3[CH:28]=[CH:27][CH:26]=[CH:25][CH:24]=3)[NH:17][C:16](=[O:29])[CH2:15][CH2:14][C@H:42]([OH:38])[C@@H:43]([OH:46])[CH2:45]2)=[CH:4][CH:3]=1. The yield is 0.890. (3) No catalyst specified. The yield is 0.940. The reactants are [C:1]([C@@H:3]1[CH2:7][N:6]([C:8]([O:10][C:11]([CH3:14])([CH3:13])[CH3:12])=[O:9])[C@H:5]([C:15]([O:17][CH3:18])=[O:16])[CH2:4]1)#N.Cl.[C:20](OC(OC(C)(C)C)=O)(OC(C)(C)C)=[O:21].C[OH:36]. The product is [N:6]1([C:8]([O:10][C:11]([CH3:14])([CH3:13])[CH3:12])=[O:9])[CH2:7][C@@H:3]([C:1]([O:21][CH3:20])=[O:36])[CH2:4][C@H:5]1[C:15]([O:17][CH3:18])=[O:16]. (4) The reactants are [OH:1][C:2]1[CH:3]=[CH:4][C:5]([CH:14]=[O:15])=[N:6][C:7]=1[C:8]1[CH:13]=[CH:12][CH:11]=[CH:10][CH:9]=1.C([O-])([O-])=O.[Cs+].[Cs+].Br[CH2:23][CH2:24][O:25][Si:26]([C:29]([CH3:32])([CH3:31])[CH3:30])([CH3:28])[CH3:27]. The catalyst is CN(C=O)C.O. The product is [Si:26]([O:25][CH2:24][CH2:23][O:1][C:2]1[CH:3]=[CH:4][C:5]([CH:14]=[O:15])=[N:6][C:7]=1[C:8]1[CH:13]=[CH:12][CH:11]=[CH:10][CH:9]=1)([C:29]([CH3:32])([CH3:31])[CH3:30])([CH3:28])[CH3:27]. The yield is 0.460. (5) The yield is 0.800. The catalyst is CS(C)=O.[Cu]I. The reactants are [CH3:1][O:2][C:3]([C:5]1[CH:6]=[C:7]([Cl:24])[CH:8]=[C:9]2[C:14]=1[NH:13][CH:12]([C:15]1[CH:20]=[CH:19][CH:18]=[C:17](Br)[CH:16]=1)[C:11]([CH3:23])([CH3:22])[CH2:10]2)=[O:4].[CH3:25][N:26]1[CH2:31][CH2:30][NH:29][CH2:28][CH2:27]1.Cl.CN(C)CC(O)=O.C(=O)([O-])[O-].[K+].[K+]. The product is [CH3:1][O:2][C:3]([C:5]1[CH:6]=[C:7]([Cl:24])[CH:8]=[C:9]2[C:14]=1[NH:13][CH:12]([C:15]1[CH:20]=[CH:19][CH:18]=[C:17]([N:29]3[CH2:30][CH2:31][N:26]([CH3:25])[CH2:27][CH2:28]3)[CH:16]=1)[C:11]([CH3:23])([CH3:22])[CH2:10]2)=[O:4]. (6) The reactants are [O:1]=[S:2]1(=[O:51])[CH2:7][CH2:6][N:5]([CH2:8][CH2:9][NH:10][C@:11]23[CH2:46][CH2:45][C@@H:44]([C:47]([OH:50])([CH3:49])[CH3:48])[C@@H:12]2[C@@H:13]2[C@@:26]([CH3:29])([CH2:27][CH2:28]3)[C@@:25]3([CH3:30])[C@@H:16]([C@:17]4([CH3:43])[C@@H:22]([CH2:23][CH2:24]3)[C:21]([CH3:32])([CH3:31])[C:20]([C:33]3[CH:42]=[CH:41][C:36]([C:37]([O:39]C)=[O:38])=[CH:35][CH:34]=3)=[CH:19][CH2:18]4)[CH2:15][CH2:14]2)[CH2:4][CH2:3]1.O.[OH-].[Li+].CO.C(O)(C(F)(F)F)=O. The catalyst is O.C1COCC1. The product is [O:51]=[S:2]1(=[O:1])[CH2:7][CH2:6][N:5]([CH2:8][CH2:9][NH:10][C@:11]23[CH2:46][CH2:45][C@@H:44]([C:47]([OH:50])([CH3:49])[CH3:48])[C@@H:12]2[C@@H:13]2[C@@:26]([CH3:29])([CH2:27][CH2:28]3)[C@@:25]3([CH3:30])[C@@H:16]([C@:17]4([CH3:43])[C@@H:22]([CH2:23][CH2:24]3)[C:21]([CH3:32])([CH3:31])[C:20]([C:33]3[CH:42]=[CH:41][C:36]([C:37]([OH:39])=[O:38])=[CH:35][CH:34]=3)=[CH:19][CH2:18]4)[CH2:15][CH2:14]2)[CH2:4][CH2:3]1. The yield is 0.960.